Task: Predict the product of the given reaction.. Dataset: Forward reaction prediction with 1.9M reactions from USPTO patents (1976-2016) (1) The product is: [N:2]1[CH:3]=[N:4][N:5]2[CH:10]=[CH:9][C:8]([O:11][C:12]3[CH:17]=[CH:16][C:15]([NH:18][C:19]4[C:28]5[C:23](=[CH:24][CH:25]=[C:26]([O:29][C@@H:34]6[CH2:33][CH2:32][CH2:31][C@H:35]6[OH:36])[CH:27]=5)[N:22]=[CH:21][N:20]=4)=[CH:14][C:13]=3[CH3:30])=[CH:7][C:6]=12. Given the reactants Cl.[N:2]1[CH:3]=[N:4][N:5]2[CH:10]=[CH:9][C:8]([O:11][C:12]3[CH:17]=[CH:16][C:15]([NH:18][C:19]4[C:28]5[C:23](=[CH:24][CH:25]=[C:26]([OH:29])[CH:27]=5)[N:22]=[CH:21][N:20]=4)=[CH:14][C:13]=3[CH3:30])=[CH:7][C:6]=12.[CH:31]12[O:36][CH:35]1[CH2:34][CH2:33][CH2:32]2.O.[OH-].[Cs+].CN(C=O)C, predict the reaction product. (2) The product is: [O:27]1[C:31]2([CH2:32][CH2:33][CH:34]([N:37]3[C:17](=[O:18])[C:16]([CH2:15][C:12]4[CH:13]=[CH:14][C:9]([C:4]5[C:3]([C:1]#[N:2])=[CH:8][CH:7]=[CH:6][CH:5]=5)=[CH:10][CH:11]=4)=[C:22]([CH2:23][CH2:24][CH3:25])[N:39]4[N:40]=[CH:41][N:42]=[C:38]34)[CH2:35][CH2:36]2)[O:30][CH2:29][CH2:28]1. Given the reactants [C:1]([C:3]1[CH:8]=[CH:7][CH:6]=[CH:5][C:4]=1[C:9]1[CH:14]=[CH:13][C:12]([CH2:15][CH:16]([C:22](=O)[CH2:23][CH2:24][CH3:25])[C:17](OCC)=[O:18])=[CH:11][CH:10]=1)#[N:2].[O:27]1[C:31]2([CH2:36][CH2:35][CH:34]([NH:37][C:38]3[NH:42][CH:41]=[N:40][N:39]=3)[CH2:33][CH2:32]2)[O:30][CH2:29][CH2:28]1, predict the reaction product. (3) Given the reactants O=[C:2]([CH2:9][CH2:10][CH2:11][CH3:12])[CH2:3][C:4]([O:6][CH2:7][CH3:8])=[O:5].C([O-])(=O)C.[NH4+:17], predict the reaction product. The product is: [NH2:17][C:2]([CH2:9][CH2:10][CH2:11][CH3:12])=[CH:3][C:4]([O:6][CH2:7][CH3:8])=[O:5]. (4) Given the reactants C1(P(C2C=CC=CC=2)C2C=CC=CC=2)C=CC=CC=1.[CH2:20]([N:22]([CH2:26][CH3:27])[CH2:23][CH2:24][OH:25])[CH3:21].O[C:29]1[CH:38]=[C:37]2[C:32]([C:33]([O:39][C:40]3[CH:41]=[C:42]4[C:46](=[CH:47][CH:48]=3)[NH:45][C:44]([CH3:49])=[CH:43]4)=[N:34][CH:35]=[N:36]2)=[CH:31][C:30]=1[O:50][CH3:51].N(C(OCC)=O)=NC(OCC)=O, predict the reaction product. The product is: [CH2:20]([N:22]([CH2:23][CH2:24][O:25][C:29]1[CH:38]=[C:37]2[C:32]([C:33]([O:39][C:40]3[CH:41]=[C:42]4[C:46](=[CH:47][CH:48]=3)[NH:45][C:44]([CH3:49])=[CH:43]4)=[N:34][CH:35]=[N:36]2)=[CH:31][C:30]=1[O:50][CH3:51])[CH2:26][CH3:27])[CH3:21]. (5) The product is: [Cl:1][C:2]1[C:3]([N:15]([CH3:17])[CH3:16])=[CH:4][C:5]2[O:10][CH:9]([C:11]([N:57]3[CH2:58][CH2:59][C:54]([CH2:53][C:52]4[CH:51]=[CH:50][C:49]([F:48])=[CH:63][CH:62]=4)([C:60]#[N:61])[CH2:55][CH2:56]3)=[O:13])[CH2:8][NH:7][C:6]=2[CH:14]=1. Given the reactants [Cl:1][C:2]1[C:3]([N:15]([CH3:17])[CH3:16])=[CH:4][C:5]2[O:10][CH:9]([C:11]([OH:13])=O)[CH2:8][NH:7][C:6]=2[CH:14]=1.CCN=C=NCCCN(C)C.C1C=CC2N(O)N=NC=2C=1.CCN(C(C)C)C(C)C.[F:48][C:49]1[CH:63]=[CH:62][C:52]([CH2:53][C:54]2([C:60]#[N:61])[CH2:59][CH2:58][NH:57][CH2:56][CH2:55]2)=[CH:51][CH:50]=1, predict the reaction product.